From a dataset of Experimentally validated miRNA-target interactions with 360,000+ pairs, plus equal number of negative samples. Binary Classification. Given a miRNA mature sequence and a target amino acid sequence, predict their likelihood of interaction. (1) The miRNA is mmu-miR-466l-5p with sequence UUGUGUGUACAUGUACAUGUAU. The protein sequence of the target gene is MNHLEGSAEVEVADEAPGGEVNESVEADLEHPEVVEGQQPSPSPPPPAGHEPEDHRGHPAPPPPPPPQEEEEEERGECLARSASTESGFHNHTDTAEGDVLAAARDGYEAERAQDADDESAYAVQYRPEAEEYTEQAEAEHVEAAQRRALPNHLHFHSLEHEEAMNAAYSGYVYTHRLFHRAEDEPYAEPYADYGGLQEHVYEEIGDAPELEARDGLRLYERERDEAAAYRQEALGARLHHYDERSDGESDSPEKEAEFAPYPRMDSYEQEEDIDQIVAEVKQSMSSQSLDKAAEDMPEA.... Result: 1 (interaction). (2) The miRNA is gga-let-7i with sequence UGAGGUAGUAGUUUGUGCUGU. The protein sequence of the target gene is MALALAALAAVEPACGSGYQQLQNEEEPGEPEQTAGDAPPPYSSITAESAAYFDYKDESGFPKPPSYNVATTLPSYDEAERTKTEATIPLVPGRDEDFVGRDDFDDTDQLRIGNDGIFMLTFFMAFLFNWIGFFLSFCLTTSAAGRYGAISGFGLSLIKWILIVRFSTYFPGYFDGQYWLWWVFLVLGFLLFLRGFINYAKVRKMPETFSNLPRTRVLFIY. Result: 0 (no interaction). (3) The miRNA is hsa-miR-6808-5p with sequence CAGGCAGGGAGGUGGGACCAUG. The protein sequence of the target gene is MNPSTPSYPTASLYVGDLHPDVTEAMLYEKFSPAGPILSIRICRDLITSGSSNYAYVNFQHTKDAEHALDTMNFDVIKGKPVRIMWSQRDPSLRKSGVGNIFVKNLDKSINNKALYDTVSAFGNILSCNVVCDENGSKGYGFVHFETHEAAERAIKKMNGMLLNGRKVFVGQFKSRKEREAELGARAKEFPNVYIKNFGEDMDDERLKDLFGKFGPALSVKVMTDESGKSKGFGFVSFERHEDAQKAVDEMNGKELNGKQIYVGRAQKKVERQTELKRTFEQMKQDRITRYQVVNLYVKN.... Result: 0 (no interaction). (4) The miRNA is hsa-miR-4430 with sequence AGGCUGGAGUGAGCGGAG. The protein sequence of the target gene is MEQPGAAASGAGGGSEEPGGGRSNKRSAGNRAANEEETKNKPKLNIQIKTLADDVRDRITSFRKSTVKKEKPLIQHPIDSQVAMSEFPAAQPLYDERSLNLSEKEVLDLFEKMMEDMNLNEEKKAPLRNKDFTTKREMVVQYISATAKSGGLKNSKHECTLSSQEYVHELRSGISDEKLLNCLESLRVSLTSNPVSWVNNFGHEGLGLLLDELEKLLDKKQQENIDKKNQYKLIQCLKAFMNNKFGLQRILGDERSLLLLARAIDPKQPNMMTEIVKILSAICIVGEENILDKLLGAITT.... Result: 0 (no interaction). (5) The miRNA is hsa-miR-335-5p with sequence UCAAGAGCAAUAACGAAAAAUGU. The protein sequence of the target gene is MDMFPLTWVFLALYFSRHQVRGQPDPPCGGRLNSKDAGYITSPGYPQDYPSHQNCEWIVYAPEPNQKIVLNFNPHFEIEKHDCKYDFIEIRDGDSESADLLGKHCGNIAPPTIISSGSMLYIKFTSDYARQGAGFSLRYEIFKTGSEDCSKNFTSPNGTIESPGFPEKYPHNLDCTFTILAKPKMEIILQFLIFDLEHDPLQVGEGDCKYDWLDIWDGIPHVGPLIGKYCGTKTPSELRSSTGILSLTFHTDMAVAKDGFSARYYLVHQEPLENFQCNVPLGMESGRIANEQISASSTYS.... Result: 1 (interaction). (6) The protein sequence of the target gene is MGPAGSVLSSGQMQMQMVLWGSLAAVAMFFLITFLVLLCSTCDREKKPRQHSGDHENLMNVPSDKDMFSHSATSLTTDALASSEQNGVLTNGDILSEDSTLTCMQHYEEVQTSASDLLDSQDSTGKAKCHQSRELPRIPPENAVDEILTARAADTELGPGVEGPYEVLKDSSSQENMVEDCLYETVKEIKEVADKGQGGKSKSTSALKELQGAPMEGKADFAEYASVDRNKKCRHSANAESILGTCSDLDEESPPPVPVKLLDENANLPQEGGGQAEEQAAEGTGGHSKRFSSLSYKSRE.... Result: 0 (no interaction). The miRNA is mmu-miR-3091-5p with sequence CAUGGGUCUGGUUGGGCCCGC. (7) The miRNA is hsa-miR-564 with sequence AGGCACGGUGUCAGCAGGC. The protein sequence of the target gene is MLLKEYRICMPLTVDEYKIGQLYMISKHSHEQSDRGEGVEVVQNEPFEDPHHGNGQFTEKRVYLNSKLPSWARAVVPKIFYVTEKAWNYYPYTITEYTCSFLPKFSIHIETKYEDNKGSNDSIFDSEAKDLEREVCFIDIACDEIPERYYKESEDPKHFKSEKTGRGQLREGWRDNHQPIMCSYKLVTVKFEVWGLQTRVEQFVHKVVRDILLIGHRQAFAWVDEWYDMTMDEVREFERATQEATNKKIGVFPPAISISSIALLPSSVRSAPSSAPSTPLSTDAPEFLSIPKDRPRKKSA.... Result: 0 (no interaction). (8) The miRNA is mmu-miR-466k with sequence UGUGUGUGUACAUGUACAUGUGA. The protein sequence of the target gene is MSFSATILFSPPSGSEARCCCCACKSETNGGNTGSQGGNPPPSTPITVTGHGLAVQSSEQLLHVIYQRVDKAVGLAEAALGLARANNELLKRLQEEVGDLRQGKVSIPDEDGESRAHSSPPEEPGPLKESPGEAFKALSAVEEECDSVGSGVQVVIEELRQLGAASVGPGPLGFPATQRDMRLPGCTLAASEAAPLLNPLVDDYVASEGAVQRVLVPAYAKQLSPATQLAIQRATPETGPENGTKLPPPRPEDMLNAAAALDSALEESGPGSTGELRHSLGLTVSPCRTRGSGQKNSRRK.... Result: 0 (no interaction). (9) The miRNA is hsa-miR-4500 with sequence UGAGGUAGUAGUUUCUU. The protein sequence of the target gene is MFYVIGGITVSVVAFFFTIKFLFELAARVVSFLQNEDRERRGDRTIYDYVRGNYLDPRSCKVSWDWKDPYEVGHSMAFRVHLFYKNGQPFPAHRPVGLRVHISHVELAVEIPVTQEVLQEPNSNVVKVAFTVRKAGRYEITVKLGGLNVAYSPYYKIFQPGMVVPSKTKIVCHFSTLVLTCGQPHTLQIVPRDEYDNPTNNSMSLRDEHNYTLSIHELGPQEEESTGVSFEKSVTSNRQTFQVFLRLTLHSRGCFHACISYQNQPINNGEFDIIVLSEDEKNIVERNVSTSGVSIYFEAY.... Result: 1 (interaction).